This data is from Catalyst prediction with 721,799 reactions and 888 catalyst types from USPTO. The task is: Predict which catalyst facilitates the given reaction. Reactant: C(OC([CH:8]1[C:16](=[O:17])[CH2:15][CH2:14][C:13]2[N:9]1[C:10]1[CH:21]=[CH:20][CH:19]=[N:18][C:11]=1[CH:12]=2)=O)(C)(C)C. Product: [N:18]1[C:11]2[CH:12]=[C:13]3[N:9]([C:10]=2[CH:21]=[CH:20][CH:19]=1)[CH2:8][C:16](=[O:17])[CH2:15][CH2:14]3. The catalyst class is: 11.